Dataset: Tyrosyl-DNA phosphodiesterase HTS with 341,365 compounds. Task: Binary Classification. Given a drug SMILES string, predict its activity (active/inactive) in a high-throughput screening assay against a specified biological target. (1) The compound is ClCC(=O)Nc1cc2n(c(=O)n(c2cc1)C)C. The result is 0 (inactive). (2) The compound is S(c1n(c(nn1)Cc1n(ccc1)C)C)CC(=O)Nc1sc(nn1)C. The result is 0 (inactive). (3) The compound is O=c1n(nc(c2c1nn(c2C)c1ccccc1)C)CCCC(=O)Nc1c(cccc1)C(OC)=O. The result is 0 (inactive). (4) The drug is O=C(NC1CCCCC1)C(N(Cc1ccccc1)C(=O)Cc1c2c([nH]c1)cccc2)c1oc(cc1)C. The result is 0 (inactive). (5) The drug is N(c1ccc(CCCC)cc1)\C(=N\c1nc(cc(n1)C)C)N. The result is 0 (inactive). (6) The drug is O=c1n([nH]c2c1CCCC2)c1ccccc1. The result is 0 (inactive). (7) The drug is O1C23N(C(=O)C1(C1C3C(=O)CCC1)C(OC)=O)C(C(=C(N2Cc1ccccc1)C)C(OC)=O)c1ccccc1. The result is 0 (inactive). (8) The compound is S(=O)(=O)(N1C(c2n(CC1)ccc2)c1c(F)cccc1)c1c(ccc([N+]([O-])=O)c1)C. The result is 0 (inactive). (9) The molecule is S1(=O)(=O)CC(NC(=O)COC(=O)c2ccc(S(=O)(=O)N3CCc4c(C3)cccc4)cc2)CC1. The result is 0 (inactive).